This data is from NCI-60 drug combinations with 297,098 pairs across 59 cell lines. The task is: Regression. Given two drug SMILES strings and cell line genomic features, predict the synergy score measuring deviation from expected non-interaction effect. (1) Drug 1: CCC1(CC2CC(C3=C(CCN(C2)C1)C4=CC=CC=C4N3)(C5=C(C=C6C(=C5)C78CCN9C7C(C=CC9)(C(C(C8N6C)(C(=O)OC)O)OC(=O)C)CC)OC)C(=O)OC)O. Drug 2: CCC1=C2N=C(C=C(N2N=C1)NCC3=C[N+](=CC=C3)[O-])N4CCCCC4CCO. Cell line: NCIH23. Synergy scores: CSS=64.7, Synergy_ZIP=-1.57, Synergy_Bliss=-4.10, Synergy_Loewe=-6.30, Synergy_HSA=-1.98. (2) Drug 1: CC12CCC3C(C1CCC2O)C(CC4=C3C=CC(=C4)O)CCCCCCCCCS(=O)CCCC(C(F)(F)F)(F)F. Drug 2: CC(C)CN1C=NC2=C1C3=CC=CC=C3N=C2N. Cell line: HCT116. Synergy scores: CSS=5.30, Synergy_ZIP=-4.06, Synergy_Bliss=-5.43, Synergy_Loewe=-0.737, Synergy_HSA=-3.55. (3) Drug 1: CNC(=O)C1=CC=CC=C1SC2=CC3=C(C=C2)C(=NN3)C=CC4=CC=CC=N4. Cell line: DU-145. Drug 2: C1=CN(C=N1)CC(O)(P(=O)(O)O)P(=O)(O)O. Synergy scores: CSS=3.36, Synergy_ZIP=0.953, Synergy_Bliss=6.50, Synergy_Loewe=4.21, Synergy_HSA=4.20. (4) Synergy scores: CSS=5.00, Synergy_ZIP=-0.703, Synergy_Bliss=-0.539, Synergy_Loewe=0.863, Synergy_HSA=-0.410. Drug 1: CCN(CC)CCNC(=O)C1=C(NC(=C1C)C=C2C3=C(C=CC(=C3)F)NC2=O)C. Cell line: SF-268. Drug 2: C(=O)(N)NO. (5) Drug 1: C1=CN(C=N1)CC(O)(P(=O)(O)O)P(=O)(O)O. Drug 2: C1=NC2=C(N1)C(=S)N=CN2. Cell line: KM12. Synergy scores: CSS=35.9, Synergy_ZIP=-1.73, Synergy_Bliss=2.08, Synergy_Loewe=-6.88, Synergy_HSA=1.60.